The task is: Regression/Classification. Given a drug SMILES string, predict its toxicity properties. Task type varies by dataset: regression for continuous values (e.g., LD50, hERG inhibition percentage) or binary classification for toxic/non-toxic outcomes (e.g., AMES mutagenicity, cardiotoxicity, hepatotoxicity). Dataset: ld50_zhu.. This data is from Acute oral toxicity (LD50) regression data from Zhu et al.. (1) The compound is Cc1cc(O)cc(C)c1Cl. The rat oral LD50 is 1.61, given as -log10 of the dose in mol/kg body weight (higher means more acutely toxic). (2) The drug is C=CCOC(OCC=C)C(OCC=C)OCC=C. The rat oral LD50 is 2.26, given as -log10 of the dose in mol/kg body weight (higher means more acutely toxic).